From a dataset of NCI-60 drug combinations with 297,098 pairs across 59 cell lines. Regression. Given two drug SMILES strings and cell line genomic features, predict the synergy score measuring deviation from expected non-interaction effect. (1) Drug 1: CCCS(=O)(=O)NC1=C(C(=C(C=C1)F)C(=O)C2=CNC3=C2C=C(C=N3)C4=CC=C(C=C4)Cl)F. Drug 2: N.N.Cl[Pt+2]Cl. Cell line: COLO 205. Synergy scores: CSS=30.5, Synergy_ZIP=2.07, Synergy_Bliss=-0.720, Synergy_Loewe=-30.8, Synergy_HSA=-5.55. (2) Drug 1: C1=NNC2=C1C(=O)NC=N2. Drug 2: COC1=C2C(=CC3=C1OC=C3)C=CC(=O)O2. Cell line: CCRF-CEM. Synergy scores: CSS=-5.79, Synergy_ZIP=2.09, Synergy_Bliss=-0.921, Synergy_Loewe=-7.00, Synergy_HSA=-5.84. (3) Drug 1: CC1OCC2C(O1)C(C(C(O2)OC3C4COC(=O)C4C(C5=CC6=C(C=C35)OCO6)C7=CC(=C(C(=C7)OC)O)OC)O)O. Drug 2: C1CN1P(=S)(N2CC2)N3CC3. Cell line: MALME-3M. Synergy scores: CSS=15.3, Synergy_ZIP=-7.71, Synergy_Bliss=-2.60, Synergy_Loewe=-2.31, Synergy_HSA=-0.814. (4) Drug 1: C1=NC2=C(N1)C(=S)N=C(N2)N. Drug 2: C1CN1P(=S)(N2CC2)N3CC3. Cell line: NCIH23. Synergy scores: CSS=61.7, Synergy_ZIP=-6.41, Synergy_Bliss=-2.26, Synergy_Loewe=-2.35, Synergy_HSA=0.734. (5) Drug 1: CCC1(CC2CC(C3=C(CCN(C2)C1)C4=CC=CC=C4N3)(C5=C(C=C6C(=C5)C78CCN9C7C(C=CC9)(C(C(C8N6C=O)(C(=O)OC)O)OC(=O)C)CC)OC)C(=O)OC)O.OS(=O)(=O)O. Drug 2: CCN(CC)CCCC(C)NC1=C2C=C(C=CC2=NC3=C1C=CC(=C3)Cl)OC. Cell line: A498. Synergy scores: CSS=10.7, Synergy_ZIP=-0.135, Synergy_Bliss=1.36, Synergy_Loewe=-0.890, Synergy_HSA=-1.23. (6) Drug 1: C1CCC(CC1)NC(=O)N(CCCl)N=O. Drug 2: CC1C(C(CC(O1)OC2CC(CC3=C2C(=C4C(=C3O)C(=O)C5=C(C4=O)C(=CC=C5)OC)O)(C(=O)CO)O)N)O.Cl. Cell line: SF-295. Synergy scores: CSS=42.1, Synergy_ZIP=-2.05, Synergy_Bliss=-1.79, Synergy_Loewe=-0.227, Synergy_HSA=1.04. (7) Cell line: 786-0. Drug 1: CC1=CC2C(CCC3(C2CCC3(C(=O)C)OC(=O)C)C)C4(C1=CC(=O)CC4)C. Drug 2: CC1C(C(CC(O1)OC2CC(CC3=C2C(=C4C(=C3O)C(=O)C5=CC=CC=C5C4=O)O)(C(=O)C)O)N)O. Synergy scores: CSS=52.9, Synergy_ZIP=4.56, Synergy_Bliss=4.34, Synergy_Loewe=-41.3, Synergy_HSA=3.83. (8) Drug 1: COC1=NC(=NC2=C1N=CN2C3C(C(C(O3)CO)O)O)N. Drug 2: CC(C)NC(=O)C1=CC=C(C=C1)CNNC.Cl. Cell line: HL-60(TB). Synergy scores: CSS=24.2, Synergy_ZIP=-5.02, Synergy_Bliss=0.927, Synergy_Loewe=0.0777, Synergy_HSA=3.32.